This data is from Forward reaction prediction with 1.9M reactions from USPTO patents (1976-2016). The task is: Predict the product of the given reaction. Given the reactants Cl[C:2]1[N:7]=[C:6]([NH:8][C:9]2[CH:14]=[CH:13][C:12]3[O:15][CH2:16][CH2:17][O:18][C:11]=3[CH:10]=2)[C:5]([F:19])=[CH:4][N:3]=1.[O:20]1[CH2:24][CH2:23][C:22]2[CH:25]=[C:26]([CH2:29][NH2:30])[CH:27]=[CH:28][C:21]1=2, predict the reaction product. The product is: [O:20]1[CH2:24][CH2:23][C:22]2[CH:25]=[C:26]([CH2:29][NH:30][C:2]3[N:7]=[C:6]([NH:8][C:9]4[CH:14]=[CH:13][C:12]5[O:15][CH2:16][CH2:17][O:18][C:11]=5[CH:10]=4)[C:5]([F:19])=[CH:4][N:3]=3)[CH:27]=[CH:28][C:21]1=2.